This data is from Merck oncology drug combination screen with 23,052 pairs across 39 cell lines. The task is: Regression. Given two drug SMILES strings and cell line genomic features, predict the synergy score measuring deviation from expected non-interaction effect. (1) Drug 1: O=P1(N(CCCl)CCCl)NCCCO1. Drug 2: NC1(c2ccc(-c3nc4ccn5c(=O)[nH]nc5c4cc3-c3ccccc3)cc2)CCC1. Cell line: A427. Synergy scores: synergy=4.67. (2) Drug 1: CC(=O)OC1C(=O)C2(C)C(O)CC3OCC3(OC(C)=O)C2C(OC(=O)c2ccccc2)C2(O)CC(OC(=O)C(O)C(NC(=O)c3ccccc3)c3ccccc3)C(C)=C1C2(C)C. Drug 2: COC1CC2CCC(C)C(O)(O2)C(=O)C(=O)N2CCCCC2C(=O)OC(C(C)CC2CCC(OP(C)(C)=O)C(OC)C2)CC(=O)C(C)C=C(C)C(O)C(OC)C(=O)C(C)CC(C)C=CC=CC=C1C. Cell line: SKMES1. Synergy scores: synergy=33.6. (3) Drug 1: CN(Cc1cnc2nc(N)nc(N)c2n1)c1ccc(C(=O)NC(CCC(=O)O)C(=O)O)cc1. Drug 2: Cc1nc(Nc2ncc(C(=O)Nc3c(C)cccc3Cl)s2)cc(N2CCN(CCO)CC2)n1. Cell line: NCIH23. Synergy scores: synergy=-16.4. (4) Drug 1: CCC1=CC2CN(C1)Cc1c([nH]c3ccccc13)C(C(=O)OC)(c1cc3c(cc1OC)N(C)C1C(O)(C(=O)OC)C(OC(C)=O)C4(CC)C=CCN5CCC31C54)C2. Drug 2: O=C(CCCCCCC(=O)Nc1ccccc1)NO. Cell line: VCAP. Synergy scores: synergy=-14.7. (5) Drug 1: O=S1(=O)NC2(CN1CC(F)(F)F)C1CCC2Cc2cc(C=CCN3CCC(C(F)(F)F)CC3)ccc2C1. Drug 2: Cn1nnc2c(C(N)=O)ncn2c1=O. Cell line: OCUBM. Synergy scores: synergy=-11.5. (6) Drug 1: CC1CC2C3CCC4=CC(=O)C=CC4(C)C3(F)C(O)CC2(C)C1(O)C(=O)CO. Synergy scores: synergy=3.77. Cell line: SW620. Drug 2: CCN(CC)CCNC(=O)c1c(C)[nH]c(C=C2C(=O)Nc3ccc(F)cc32)c1C. (7) Drug 1: N.N.O=C(O)C1(C(=O)O)CCC1.[Pt]. Drug 2: NC(=O)c1cccc2cn(-c3ccc(C4CCCNC4)cc3)nc12. Cell line: EFM192B. Synergy scores: synergy=1.82. (8) Drug 1: NC1(c2ccc(-c3nc4ccn5c(=O)[nH]nc5c4cc3-c3ccccc3)cc2)CCC1. Synergy scores: synergy=20.8. Cell line: A375. Drug 2: CCC1(O)C(=O)OCc2c1cc1n(c2=O)Cc2cc3c(CN(C)C)c(O)ccc3nc2-1. (9) Drug 1: Cn1nnc2c(C(N)=O)ncn2c1=O. Drug 2: COC1CC2CCC(C)C(O)(O2)C(=O)C(=O)N2CCCCC2C(=O)OC(C(C)CC2CCC(OP(C)(C)=O)C(OC)C2)CC(=O)C(C)C=C(C)C(O)C(OC)C(=O)C(C)CC(C)C=CC=CC=C1C. Cell line: RPMI7951. Synergy scores: synergy=35.8. (10) Drug 1: CN1C(=O)C=CC2(C)C3CCC4(C)C(NC(=O)OCC(F)(F)F)CCC4C3CCC12. Drug 2: COC12C(COC(N)=O)C3=C(C(=O)C(C)=C(N)C3=O)N1CC1NC12. Cell line: RKO. Synergy scores: synergy=-2.70.